Dataset: Reaction yield outcomes from USPTO patents with 853,638 reactions. Task: Predict the reaction yield, written as a fraction of the theoretical maximum amount of product (1.0 means a 100% yield; for example, 0.34 means a 34% yield). (1) The catalyst is ClCCl.O. The reactants are C(Cl)(=O)C(Cl)=O.CS(C)=O.[C:11]([O:14][C@@H:15]1[C@H:19]([CH2:20][CH2:21][CH2:22][CH2:23][CH2:24][CH2:25][C:26]([O:28][CH3:29])=[O:27])[C@@H:18]([CH2:30][OH:31])[C@H:17]([O:32][CH:33]2[CH2:38][CH2:37][CH2:36][CH2:35][O:34]2)[CH2:16]1)(=[O:13])[CH3:12].C(N(CC)CC)C. The product is [C:11]([O:14][C@@H:15]1[C@H:19]([CH2:20][CH2:21][CH2:22][CH2:23][CH2:24][CH2:25][C:26]([O:28][CH3:29])=[O:27])[C@@H:18]([CH:30]=[O:31])[C@H:17]([O:32][CH:33]2[CH2:38][CH2:37][CH2:36][CH2:35][O:34]2)[CH2:16]1)(=[O:13])[CH3:12]. The yield is 0.924. (2) The reactants are [C:1]([O:4][C@@H:5]1[CH2:29][CH2:28][C@@:27]2([CH3:30])[C@H:7]([CH2:8][CH2:9][C@@H:10]3[C:26]2=[CH:25][CH2:24][C@@:23]2([CH3:31])[C@H:11]3[CH2:12][CH:13]=[C:14]2[C@H:15]([CH3:22])/[CH:16]=[CH:17]/[C:18]([O:20][CH3:21])=[O:19])[CH2:6]1)(=[O:3])[CH3:2]. The catalyst is CCOC(C)=O.[Pd]. The product is [C:1]([O:4][C@@H:5]1[CH2:29][CH2:28][C@@:27]2([CH3:30])[C@H:7]([CH2:8][CH2:9][C@@H:10]3[C:26]2=[CH:25][CH2:24][C@@:23]2([CH3:31])[C@H:11]3[CH2:12][CH2:13][C@@H:14]2[C@H:15]([CH3:22])[CH2:16][CH2:17][C:18]([O:20][CH3:21])=[O:19])[CH2:6]1)(=[O:3])[CH3:2]. The yield is 0.860. (3) The reactants are [Cl:1][C:2]1[C:10]2[N:9]=[C:8]([NH:11][C:12]3[C:17]([CH3:18])=[CH:16][C:15]([Cl:19])=[CH:14][C:13]=3[Cl:20])[N:7]([CH2:21][CH2:22]O)[C:6]=2[C:5]([C:24]([O:26][CH3:27])=[O:25])=[CH:4][CH:3]=1.C(N(CC)CC)C.CS(Cl)(=O)=O.O. The catalyst is O1CCCC1. The product is [Cl:1][C:2]1[CH:3]=[CH:4][C:5]([C:24]([O:26][CH3:27])=[O:25])=[C:6]2[C:10]=1[N:9]=[C:8]1[N:11]([C:12]3[C:17]([CH3:18])=[CH:16][C:15]([Cl:19])=[CH:14][C:13]=3[Cl:20])[CH2:22][CH2:21][N:7]21. The yield is 0.660. (4) The yield is 0.490. The product is [CH2:22]([C:24]([C:42]1[CH:47]=[CH:46][C:45]([O:12][S:9]([C:8]([F:21])([F:20])[F:7])(=[O:11])=[O:10])=[C:44]([CH3:49])[CH:43]=1)([C:27]1[CH:32]=[CH:31][C:30]([C:33]#[C:34][C:35]2([OH:40])[CH2:39][CH2:38][CH2:37][CH2:36]2)=[C:29]([CH3:41])[CH:28]=1)[CH2:25][CH3:26])[CH3:23]. The catalyst is ClCCl. The reactants are N1C=CC=CC=1.[F:7][C:8]([F:21])([F:20])[S:9]([O:12]S(C(F)(F)F)(=O)=O)(=[O:11])=[O:10].[CH2:22]([C:24]([C:42]1[CH:47]=[CH:46][C:45](O)=[C:44]([CH3:49])[CH:43]=1)([C:27]1[CH:32]=[CH:31][C:30]([C:33]#[C:34][C:35]2([OH:40])[CH2:39][CH2:38][CH2:37][CH2:36]2)=[C:29]([CH3:41])[CH:28]=1)[CH2:25][CH3:26])[CH3:23].C(=O)(O)[O-].[Na+]. (5) The catalyst is C(#N)C. The reactants are Cl.[CH3:2][N:3]1[C:11]2[C:6](=[N:7][C:8]([C@@H:18]([NH2:20])[CH3:19])=[C:9]([C:12]3[CH:17]=[CH:16][CH:15]=[CH:14][N:13]=3)[CH:10]=2)[CH:5]=[CH:4]1.[NH2:21][C:22]1[N:27]=[C:26](Cl)[C:25]([C:29]#[N:30])=[C:24]([CH3:31])[N:23]=1.C(N(C(C)C)C(C)C)C. The product is [NH2:21][C:22]1[N:23]=[C:24]([CH3:31])[C:25]([C:29]#[N:30])=[C:26]([NH:20][C@H:18]([C:8]2[N:7]=[C:6]3[CH:5]=[CH:4][N:3]([CH3:2])[C:11]3=[CH:10][C:9]=2[C:12]2[CH:17]=[CH:16][CH:15]=[CH:14][N:13]=2)[CH3:19])[N:27]=1. The yield is 0.290.